Dataset: Reaction yield outcomes from USPTO patents with 853,638 reactions. Task: Predict the reaction yield, written as a fraction of the theoretical maximum amount of product (1.0 means a 100% yield; for example, 0.34 means a 34% yield). (1) The reactants are [Cl:1][C:2]1[CH:3]=[N:4][C:5]2[C:10]([N:11]=1)=[CH:9][C:8]([C:12]([C:14]1[C:15]([F:30])=[C:16]([NH:22]C(=O)OC(C)(C)C)[CH:17]=[C:18]([F:21])[C:19]=1[F:20])=[O:13])=[CH:7][CH:6]=2.C(O)(C(F)(F)F)=O. The product is [NH2:22][C:16]1[C:15]([F:30])=[C:14]([C:12]([C:8]2[CH:9]=[C:10]3[C:5](=[CH:6][CH:7]=2)[N:4]=[CH:3][C:2]([Cl:1])=[N:11]3)=[O:13])[C:19]([F:20])=[C:18]([F:21])[CH:17]=1. The catalyst is C(Cl)Cl. The yield is 0.409. (2) The reactants are [NH2:1][C:2]1[C:3]([C:17]([O:19]C)=[O:18])=[N:4][C:5]([C:9]2[C:14]([F:15])=[CH:13][CH:12]=[CH:11][C:10]=2[F:16])=[C:6]([F:8])[CH:7]=1.O.[OH-].[Li+].C1COCC1.Cl. The catalyst is O. The product is [NH2:1][C:2]1[C:3]([C:17]([OH:19])=[O:18])=[N:4][C:5]([C:9]2[C:14]([F:15])=[CH:13][CH:12]=[CH:11][C:10]=2[F:16])=[C:6]([F:8])[CH:7]=1. The yield is 0.860. (3) The reactants are [NH2:1][C:2]1[S:3][C:4](Br)=[C:5]([C:7]([CH3:10])([CH3:9])[CH3:8])[N:6]=1.[NH:12]1[CH2:17][CH2:16][CH2:15][CH2:14][CH2:13]1.C(=O)([O-])[O-].[K+].[K+].C(#N)C. The catalyst is O. The product is [NH2:1][C:2]1[S:3][C:4]([N:12]2[CH2:17][CH2:16][CH2:15][CH2:14][CH2:13]2)=[C:5]([C:7]([CH3:10])([CH3:9])[CH3:8])[N:6]=1. The yield is 0.793. (4) The reactants are [Br:1][C:2]1[O:6][C:5]([C:7]2[C:12]([F:13])=[CH:11][CH:10]=[CH:9][C:8]=2[F:14])=[N:4][C:3]=1[C:15]#[N:16].C(=O)(O)[O-:18].[Na+]. The catalyst is OS(O)(=O)=O. The product is [Br:1][C:2]1[O:6][C:5]([C:7]2[C:8]([F:14])=[CH:9][CH:10]=[CH:11][C:12]=2[F:13])=[N:4][C:3]=1[C:15]([NH2:16])=[O:18]. The yield is 0.940. (5) The reactants are [N:1]1[C:10]2[C:5](=[CH:6][CH:7]=[CH:8][CH:9]=2)[CH:4]=[CH:3][C:2]=1[CH2:11][O:12][C:13]1[CH:18]=[CH:17][C:16]([CH2:19][C:20]([O:22][CH2:23]C)=[O:21])=[CH:15][CH:14]=1.C[O-].[Na+].[CH:28](=[O:35])[C:29]1[CH:34]=[CH:33][N:32]=[CH:31][CH:30]=1. The catalyst is CO. The product is [OH:35][CH:28]([C:29]1[CH:34]=[CH:33][N:32]=[CH:31][CH:30]=1)[CH:19]([C:16]1[CH:15]=[CH:14][C:13]([O:12][CH2:11][C:2]2[CH:3]=[CH:4][C:5]3[C:10](=[CH:9][CH:8]=[CH:7][CH:6]=3)[N:1]=2)=[CH:18][CH:17]=1)[C:20]([O:22][CH3:23])=[O:21]. The yield is 0.850. (6) The reactants are Br[C:2]1[CH:7]=[CH:6][CH:5]=[CH:4][N:3]=1.[Cl:8][C:9]1[CH:10]=[C:11]([N:15]([CH3:22])[C:16](=[O:21])[CH2:17][CH2:18][C:19]#[CH:20])[CH:12]=[CH:13][CH:14]=1. No catalyst specified. The product is [Cl:8][C:9]1[CH:10]=[C:11]([N:15]([CH3:22])[C:16](=[O:21])[CH2:17][CH2:18][C:19]#[C:20][C:2]2[CH:7]=[CH:6][CH:5]=[CH:4][N:3]=2)[CH:12]=[CH:13][CH:14]=1. The yield is 0.330. (7) The reactants are Cl[C:2]1[C:7]([O:8][CH3:9])=[CH:6][C:5]([N+:10]([O-:12])=[O:11])=[C:4]([O:13][CH3:14])[CH:3]=1.C([O-])([O-])=O.[K+].[K+].[F:21][CH2:22][CH2:23][N:24]1[CH2:29][CH2:28][N:27]([CH:30]2[CH2:35][CH2:34][NH:33][CH2:32][CH2:31]2)[CH2:26][CH2:25]1.O. The catalyst is CS(C)=O. The product is [CH3:9][O:8][C:7]1[CH:6]=[C:5]([N+:10]([O-:12])=[O:11])[C:4]([O:13][CH3:14])=[CH:3][C:2]=1[N:33]1[CH2:32][CH2:31][CH:30]([N:27]2[CH2:26][CH2:25][N:24]([CH2:23][CH2:22][F:21])[CH2:29][CH2:28]2)[CH2:35][CH2:34]1. The yield is 0.750. (8) The reactants are [Br:1][C:2]1[CH:7]=[CH:6][C:5]([S:8][C:9]2[N:14]=[C:13]([CH3:15])[C:12]([CH:16]=[O:17])=[CH:11][CH:10]=2)=[CH:4][C:3]=1[CH3:18].[BH-](OC(C)=O)(OC(C)=O)OC(C)=O.[Na+]. The catalyst is C(Cl)Cl. The product is [Br:1][C:2]1[CH:7]=[CH:6][C:5]([S:8][C:9]2[N:14]=[C:13]([CH3:15])[C:12]([CH2:16][OH:17])=[CH:11][CH:10]=2)=[CH:4][C:3]=1[CH3:18]. The yield is 0.710. (9) The reactants are [CH3:1][O:2][C:3]1[CH:4]=[C:5]([CH:10]=[CH:11][C:12]=1[CH3:13])[C:6]([O:8][CH3:9])=[O:7].[Br:14]N1C(=O)CCC1=O. The catalyst is N(C(C)(C)C#N)=NC(C)(C)C#N.C(OCC)(=O)C. The product is [Br:14][CH2:13][C:12]1[CH:11]=[CH:10][C:5]([C:6]([O:8][CH3:9])=[O:7])=[CH:4][C:3]=1[O:2][CH3:1]. The yield is 0.920. (10) The reactants are [NH:1]1[CH:5]=[C:4]([C:6]2[C:7]3[CH:14]=[CH:13][N:12]([CH2:15][O:16][CH2:17][CH2:18][Si:19]([CH3:22])([CH3:21])[CH3:20])[C:8]=3[N:9]=[CH:10][N:11]=2)[CH:3]=[N:2]1.[CH:23]1([C:28]#[C:29][C:30]([O:32][CH3:33])=[O:31])[CH2:27][CH2:26][CH2:25][CH2:24]1.C(#N)C.N12CCCN=C1CCCCC2.Cl. No catalyst specified. The product is [CH:23]1(/[C:28](/[N:1]2[CH:5]=[C:4]([C:6]3[C:7]4[CH:14]=[CH:13][N:12]([CH2:15][O:16][CH2:17][CH2:18][Si:19]([CH3:22])([CH3:21])[CH3:20])[C:8]=4[N:9]=[CH:10][N:11]=3)[CH:3]=[N:2]2)=[CH:29]\[C:30]([O:32][CH3:33])=[O:31])[CH2:27][CH2:26][CH2:25][CH2:24]1. The yield is 0.380.